From a dataset of Full USPTO retrosynthesis dataset with 1.9M reactions from patents (1976-2016). Predict the reactants needed to synthesize the given product. (1) Given the product [OH:1][CH2:11][C:6]([CH2:7][CH2:8][CH3:9])([CH2:5][OH:10])[CH2:3][OH:4], predict the reactants needed to synthesize it. The reactants are: [OH-:1].[Na+].[CH2:3]=[O:4].[CH:5](=[O:10])[CH2:6][CH2:7][CH2:8][CH3:9].[C:11](#N)C. (2) Given the product [Br:1][C:2]1[CH:7]=[CH:6][C:5]([CH2:8][CH2:9][C:10]([N:15]([O:16][CH3:17])[CH3:14])=[O:12])=[CH:4][CH:3]=1, predict the reactants needed to synthesize it. The reactants are: [Br:1][C:2]1[CH:7]=[CH:6][C:5]([CH2:8][CH2:9][C:10]([OH:12])=O)=[CH:4][CH:3]=1.Cl.[CH3:14][NH:15][O:16][CH3:17].C1C=CC2N(O)N=NC=2C=1.CCN(C(C)C)C(C)C. (3) Given the product [CH3:30][C:31]1([CH3:38])[O:36][CH2:35][CH:34]([N:25]2[CH2:24][CH2:23][C:22]3[CH:28]=[CH:29][C:19]([C:16]4[N:15]=[C:14]([C:11]5[CH:12]=[CH:13][C:6]([O:5][CH:3]([CH3:2])[CH3:4])=[C:7]([CH:10]=5)[C:8]#[N:9])[O:18][N:17]=4)=[CH:20][C:21]=3[CH2:27][CH2:26]2)[CH2:33][O:32]1, predict the reactants needed to synthesize it. The reactants are: Cl.[CH3:2][CH:3]([O:5][C:6]1[CH:13]=[CH:12][C:11]([C:14]2[O:18][N:17]=[C:16]([C:19]3[CH:29]=[CH:28][C:22]4[CH2:23][CH2:24][NH:25][CH2:26][CH2:27][C:21]=4[CH:20]=3)[N:15]=2)=[CH:10][C:7]=1[C:8]#[N:9])[CH3:4].[CH3:30][C:31]1([CH3:38])[O:36][CH2:35][C:34](=O)[CH2:33][O:32]1.C(O[BH-](OC(=O)C)OC(=O)C)(=O)C.[Na+].C(=O)([O-])O.[Na+]. (4) Given the product [F:1][C:2]1[C:7]([N:8]2[C:12]([S:37]([C:27]3[CH:32]=[CH:31][CH:30]=[C:29]([CH3:33])[CH:28]=3)(=[O:41])=[O:39])=[CH:11][C:10]([C:21]([O:23][CH2:24][CH3:25])=[O:22])=[N:9]2)=[CH:6][CH:5]=[CH:4][N:3]=1, predict the reactants needed to synthesize it. The reactants are: [F:1][C:2]1[C:7]([N:8]2[C:12](SC3C=CC=C(C)C=3)=[CH:11][C:10]([C:21]([O:23][CH2:24][CH3:25])=[O:22])=[N:9]2)=[CH:6][CH:5]=[CH:4][N:3]=1.Cl[C:27]1[CH:32]=[CH:31][CH:30]=[C:29]([C:33](OO)=O)[CH:28]=1.[S:37]([O-:41])([O-])(=[O:39])=S.[Na+].[Na+].